From a dataset of NCI-60 drug combinations with 297,098 pairs across 59 cell lines. Regression. Given two drug SMILES strings and cell line genomic features, predict the synergy score measuring deviation from expected non-interaction effect. (1) Drug 1: C1=CC(=C2C(=C1NCCNCCO)C(=O)C3=C(C=CC(=C3C2=O)O)O)NCCNCCO. Drug 2: CCC1(CC2CC(C3=C(CCN(C2)C1)C4=CC=CC=C4N3)(C5=C(C=C6C(=C5)C78CCN9C7C(C=CC9)(C(C(C8N6C)(C(=O)OC)O)OC(=O)C)CC)OC)C(=O)OC)O.OS(=O)(=O)O. Cell line: TK-10. Synergy scores: CSS=37.8, Synergy_ZIP=-2.16, Synergy_Bliss=-0.334, Synergy_Loewe=0.555, Synergy_HSA=3.81. (2) Drug 1: CCCCCOC(=O)NC1=NC(=O)N(C=C1F)C2C(C(C(O2)C)O)O. Drug 2: CC(C)CN1C=NC2=C1C3=CC=CC=C3N=C2N. Cell line: SK-MEL-5. Synergy scores: CSS=-1.47, Synergy_ZIP=1.23, Synergy_Bliss=0.995, Synergy_Loewe=-1.52, Synergy_HSA=-1.29. (3) Drug 1: CC1=C(C=C(C=C1)C(=O)NC2=CC(=CC(=C2)C(F)(F)F)N3C=C(N=C3)C)NC4=NC=CC(=N4)C5=CN=CC=C5. Drug 2: CC1C(C(CC(O1)OC2CC(CC3=C2C(=C4C(=C3O)C(=O)C5=C(C4=O)C(=CC=C5)OC)O)(C(=O)CO)O)N)O.Cl. Cell line: MDA-MB-231. Synergy scores: CSS=25.0, Synergy_ZIP=-3.15, Synergy_Bliss=-0.849, Synergy_Loewe=-18.6, Synergy_HSA=-1.28. (4) Drug 1: CCC1(CC2CC(C3=C(CCN(C2)C1)C4=CC=CC=C4N3)(C5=C(C=C6C(=C5)C78CCN9C7C(C=CC9)(C(C(C8N6C=O)(C(=O)OC)O)OC(=O)C)CC)OC)C(=O)OC)O.OS(=O)(=O)O. Drug 2: CC1=C(C=C(C=C1)C(=O)NC2=CC(=CC(=C2)C(F)(F)F)N3C=C(N=C3)C)NC4=NC=CC(=N4)C5=CN=CC=C5. Cell line: UO-31. Synergy scores: CSS=1.32, Synergy_ZIP=-0.406, Synergy_Bliss=-0.991, Synergy_Loewe=-0.137, Synergy_HSA=-1.01. (5) Drug 1: CN1CCC(CC1)COC2=C(C=C3C(=C2)N=CN=C3NC4=C(C=C(C=C4)Br)F)OC. Synergy scores: CSS=21.6, Synergy_ZIP=-8.77, Synergy_Bliss=-2.68, Synergy_Loewe=-0.882, Synergy_HSA=0.466. Cell line: UO-31. Drug 2: CS(=O)(=O)CCNCC1=CC=C(O1)C2=CC3=C(C=C2)N=CN=C3NC4=CC(=C(C=C4)OCC5=CC(=CC=C5)F)Cl. (6) Drug 1: CS(=O)(=O)C1=CC(=C(C=C1)C(=O)NC2=CC(=C(C=C2)Cl)C3=CC=CC=N3)Cl. Drug 2: CC1C(C(=O)NC(C(=O)N2CCCC2C(=O)N(CC(=O)N(C(C(=O)O1)C(C)C)C)C)C(C)C)NC(=O)C3=C4C(=C(C=C3)C)OC5=C(C(=O)C(=C(C5=N4)C(=O)NC6C(OC(=O)C(N(C(=O)CN(C(=O)C7CCCN7C(=O)C(NC6=O)C(C)C)C)C)C(C)C)C)N)C. Cell line: KM12. Synergy scores: CSS=47.3, Synergy_ZIP=22.4, Synergy_Bliss=27.9, Synergy_Loewe=28.0, Synergy_HSA=27.8.